From a dataset of Forward reaction prediction with 1.9M reactions from USPTO patents (1976-2016). Predict the product of the given reaction. (1) Given the reactants [NH2:1][CH:2]1[CH2:10][C:9]2[C:4](=[CH:5][C:6]([CH2:13][CH3:14])=[C:7]([CH2:11][CH3:12])[CH:8]=2)[CH2:3]1.[Li], predict the reaction product. The product is: [CH2:11]([C:7]1[CH2:8][C:9]2[CH2:10][CH:2]([NH2:1])[CH2:3][C:4]=2[CH2:5][C:6]=1[CH2:13][CH3:14])[CH3:12]. (2) Given the reactants [F:1][C:2]1[CH:3]=[C:4]([CH:13]([NH:18][C:19]([C:21]2[CH:22]=[N:23][N:24]3[CH:29]=[C:28]([CH:30]=[CH2:31])[CH:27]=[N:26][C:25]=23)=[O:20])[C:14]([OH:17])([CH3:16])[CH3:15])[CH:5]=[CH:6][C:7]=1[O:8][C:9]([F:12])([F:11])[F:10], predict the reaction product. The product is: [CH2:30]([C:28]1[CH:27]=[N:26][C:25]2[N:24]([N:23]=[CH:22][C:21]=2[C:19]([NH:18][CH:13]([C:4]2[CH:5]=[CH:6][C:7]([O:8][C:9]([F:12])([F:11])[F:10])=[C:2]([F:1])[CH:3]=2)[C:14]([OH:17])([CH3:16])[CH3:15])=[O:20])[CH:29]=1)[CH3:31]. (3) Given the reactants CCCC[N+](CCCC)(CCCC)CCCC.[F-].[Si]([O:26][CH2:27][CH2:28][C:29]1[CH:30]=[C:31]([CH2:34][N:35]2[CH2:57][CH2:56][C:38]3([O:43][C:42]([F:45])([F:44])[CH2:41][N:40]([C:46]([C:48]4[N:49]=[C:50]([CH:53]([CH3:55])[CH3:54])[S:51][CH:52]=4)=[O:47])[CH2:39]3)[CH2:37][CH2:36]2)[S:32][CH:33]=1)(C(C)(C)C)(C)C, predict the reaction product. The product is: [F:45][C:42]1([F:44])[CH2:41][N:40]([C:46]([C:48]2[N:49]=[C:50]([CH:53]([CH3:54])[CH3:55])[S:51][CH:52]=2)=[O:47])[CH2:39][C:38]2([CH2:56][CH2:57][N:35]([CH2:34][C:31]3[S:32][CH:33]=[C:29]([CH2:28][CH2:27][OH:26])[CH:30]=3)[CH2:36][CH2:37]2)[O:43]1.